From a dataset of Reaction yield outcomes from USPTO patents with 853,638 reactions. Predict the reaction yield, written as a fraction of the theoretical maximum amount of product (1.0 means a 100% yield; for example, 0.34 means a 34% yield). (1) The reactants are P(Cl)(Cl)([Cl:3])=O.CN(C)C1C=CC=CC=1.[CH3:15][O:16][C:17]1[CH:18]=[C:19]2[C:24](=[CH:25][CH:26]=1)[N:23]=[N:22][CH:21]=[C:20]2O. No catalyst specified. The product is [CH3:15][O:16][C:17]1[CH:18]=[C:19]2[C:24](=[CH:25][CH:26]=1)[N:23]=[N:22][CH:21]=[C:20]2[Cl:3]. The yield is 0.590. (2) The reactants are [Br:1][C:2]1[CH:8]=[C:7]([O:9][C:10]([F:13])([F:12])[F:11])[C:5](N)=[C:4]([Cl:14])[CH:3]=1.C([N:17](CC)CC)C.[C:22]([CH2:26][C:27](Cl)=[O:28])([CH3:25])([CH3:24])[CH3:23]. The catalyst is ClCCl. The product is [Br:1][C:2]1[CH:8]=[C:7]([O:9][C:10]([F:13])([F:12])[F:11])[C:5]([CH:26]([C:22]([CH3:25])([CH3:24])[CH3:23])[C:27]([NH2:17])=[O:28])=[C:4]([Cl:14])[CH:3]=1. The yield is 0.930. (3) The reactants are [OH:1][C:2]1[CH:3]=[C:4]([NH:17]C(=O)C)[CH:5]=[CH:6][C:7]=1[C:8]([CH3:16])([CH3:15])[CH2:9][O:10][CH2:11][CH2:12][O:13][CH3:14].Cl.C([O-])([O-])=O.[Na+].[Na+]. No catalyst specified. The product is [CH3:14][O:13][CH2:12][CH2:11][O:10][CH2:9][C:8]([C:7]1[CH:6]=[CH:5][C:4]([NH2:17])=[CH:3][C:2]=1[OH:1])([CH3:16])[CH3:15]. The yield is 0.0600.